This data is from Catalyst prediction with 721,799 reactions and 888 catalyst types from USPTO. The task is: Predict which catalyst facilitates the given reaction. (1) Reactant: [Br:1][C:2]1[CH:7]=[CH:6][C:5]([CH:8]2[O:12]C(C)(C)O[C:9]2=[O:15])=[CH:4][CH:3]=1.Cl.[NH2:17][CH2:18][CH2:19][C:20]1[CH:25]=[CH:24][C:23]([OH:26])=[C:22]([O:27][CH3:28])[CH:21]=1.C(N(CC)CC)C. Product: [Br:1][C:2]1[CH:3]=[CH:4][C:5]([CH:8]([OH:12])[C:9]([NH:17][CH2:18][CH2:19][C:20]2[CH:25]=[CH:24][C:23]([OH:26])=[C:22]([O:27][CH3:28])[CH:21]=2)=[O:15])=[CH:6][CH:7]=1. The catalyst class is: 5. (2) Reactant: [Cl:1][C:2]1[CH:7]=[CH:6][CH:5]=[C:4]([N+:8]([O-])=O)[C:3]=1[F:11].[CH:12]([Mg]Br)=[CH2:13]. Product: [Cl:1][C:2]1[C:3]([F:11])=[C:4]2[C:5]([CH:12]=[CH:13][NH:8]2)=[CH:6][CH:7]=1. The catalyst class is: 1. (3) Reactant: Br[C:2]1[C:3]([CH3:20])=[C:4]([CH2:12][N:13]2[CH2:19][CH2:18][CH2:17][O:16][CH2:15][CH2:14]2)[N:5]2[C:10]=1[C:9]([NH2:11])=[N:8][CH:7]=[N:6]2.[F:21][C:22]1[CH:27]=[CH:26][C:25]([C:28]([F:31])([F:30])[F:29])=[CH:24][C:23]=1[NH:32][C:33]([NH:35][C:36]1[CH:41]=[CH:40][C:39](B2OC(C)(C)C(C)(C)O2)=[CH:38][CH:37]=1)=[O:34].C([O-])([O-])=O.[K+].[K+].O. Product: [NH2:11][C:9]1[C:10]2=[C:2]([C:39]3[CH:38]=[CH:37][C:36]([NH:35][C:33]([NH:32][C:23]4[CH:24]=[C:25]([C:28]([F:29])([F:31])[F:30])[CH:26]=[CH:27][C:22]=4[F:21])=[O:34])=[CH:41][CH:40]=3)[C:3]([CH3:20])=[C:4]([CH2:12][N:13]3[CH2:19][CH2:18][CH2:17][O:16][CH2:15][CH2:14]3)[N:5]2[N:6]=[CH:7][N:8]=1. The catalyst class is: 755. (4) Reactant: [F:1][C:2]([F:22])([F:21])[C:3]1[CH:4]=[C:5]([CH:14]=[C:15]([C:17]([F:20])([F:19])[F:18])[CH:16]=1)[CH2:6][N:7]1[CH2:12][CH2:11][C:10](=[O:13])[CH2:9][CH2:8]1.[Si](OS(C(F)(F)F)(=O)=O)(C)(C)C.[F:35][C:36]1[CH:50]=[CH:49][C:39]([CH:40](O)[C:41]2[CH:46]=[CH:45][C:44]([F:47])=[CH:43][CH:42]=2)=[CH:38][CH:37]=1.C(=O)([O-])[O-].[Na+].[Na+]. Product: [F:35][C:36]1[CH:37]=[CH:38][C:39]([CH:40]([C:41]2[CH:46]=[CH:45][C:44]([F:47])=[CH:43][CH:42]=2)[CH:9]2[C:10](=[O:13])[CH2:11][CH2:12][N:7]([CH2:6][C:5]3[CH:4]=[C:3]([C:2]([F:1])([F:21])[F:22])[CH:16]=[C:15]([C:17]([F:20])([F:18])[F:19])[CH:14]=3)[CH2:8]2)=[CH:49][CH:50]=1. The catalyst class is: 46.